This data is from Forward reaction prediction with 1.9M reactions from USPTO patents (1976-2016). The task is: Predict the product of the given reaction. (1) Given the reactants C[O:2][C:3](=[O:22])[CH:4]([C:14]1[CH:19]=[CH:18][C:17]([Cl:20])=[C:16]([Cl:21])[CH:15]=1)[CH2:5][NH:6][C:7]([O:9][C:10]([CH3:13])([CH3:12])[CH3:11])=[O:8].[OH-].[Li+], predict the reaction product. The product is: [C:10]([O:9][C:7]([NH:6][CH2:5][CH:4]([C:14]1[CH:19]=[CH:18][C:17]([Cl:20])=[C:16]([Cl:21])[CH:15]=1)[C:3]([OH:22])=[O:2])=[O:8])([CH3:13])([CH3:11])[CH3:12]. (2) Given the reactants [CH2:1]([N:3]1[CH:7]=[C:6]([C:8]2[CH:9]=[C:10]([CH:12]=[CH:13][CH:14]=2)[NH2:11])[C:5]([C:15]2[CH:20]=[CH:19][N:18]=[CH:17][CH:16]=2)=[N:4]1)[CH3:2].[F:21][C:22]1[CH:27]=[CH:26][C:25]([N:28]=[C:29]=[O:30])=[CH:24][C:23]=1[C:31]([F:34])([F:33])[F:32], predict the reaction product. The product is: [CH2:1]([N:3]1[CH:7]=[C:6]([C:8]2[CH:9]=[C:10]([NH:11][C:29]([NH:28][C:25]3[CH:26]=[CH:27][C:22]([F:21])=[C:23]([C:31]([F:33])([F:32])[F:34])[CH:24]=3)=[O:30])[CH:12]=[CH:13][CH:14]=2)[C:5]([C:15]2[CH:16]=[CH:17][N:18]=[CH:19][CH:20]=2)=[N:4]1)[CH3:2]. (3) Given the reactants [Cl:1][C:2]1[CH:11]=[CH:10][CH:9]=[C:8]2[C:3]=1[CH2:4][CH2:5][CH2:6][CH:7]2[N:12]1[C:17](=[O:18])[C:16]([C:19]#[N:20])=[CH:15][N:14]([C:21]2[CH:31]=[CH:30][C:24]3[N:25]([CH3:29])[C:26](=[O:28])[O:27][C:23]=3[CH:22]=2)[C:13]1=[O:32].C([Sn](=O)CCCC)CCC.C[Si]([N:47]=[N+:48]=[N-:49])(C)C.C(O)C, predict the reaction product. The product is: [Cl:1][C:2]1[CH:11]=[CH:10][CH:9]=[C:8]2[C:3]=1[CH2:4][CH2:5][CH2:6][CH:7]2[N:12]1[C:17](=[O:18])[C:16]([C:19]2[NH:49][N:48]=[N:47][N:20]=2)=[CH:15][N:14]([C:21]2[CH:31]=[CH:30][C:24]3[N:25]([CH3:29])[C:26](=[O:28])[O:27][C:23]=3[CH:22]=2)[C:13]1=[O:32]. (4) The product is: [Br:29][C:17]1[CH:16]=[C:15]([CH2:14][C@@H:9]([NH:8][S:43]([C:37]2[CH:42]=[CH:41][CH:40]=[CH:39][CH:38]=2)(=[O:45])=[O:44])[C:10]([OH:12])=[O:11])[CH:20]=[CH:19][C:18]=1[CH:21]1[S:25](=[O:27])(=[O:26])[NH:24][C:23](=[O:28])[CH2:22]1. Given the reactants FC(F)(F)C(O)=O.[NH2:8][C@@H:9]([CH2:14][C:15]1[CH:20]=[CH:19][C:18]([CH:21]2[S:25](=[O:27])(=[O:26])[NH:24][C:23](=[O:28])[CH2:22]2)=[C:17]([Br:29])[CH:16]=1)[C:10]([O:12]C)=[O:11].C(N(CC)CC)C.[C:37]1([S:43](Cl)(=[O:45])=[O:44])[CH:42]=[CH:41][CH:40]=[CH:39][CH:38]=1.[OH-].[Li+].Cl, predict the reaction product. (5) Given the reactants [N:1]12[CH2:8][CH2:7][CH:4]([CH2:5][CH2:6]1)[CH:3]([C:9]([O:11][CH:12]([C:20]1[CH:25]=[CH:24][CH:23]=[C:22]([F:26])[CH:21]=1)[C:13]1[CH:18]=[CH:17][CH:16]=[C:15]([F:19])[CH:14]=1)=[O:10])[CH2:2]2.[Br:27][CH2:28][C:29]([C:31]1[O:35][N:34]=[C:33]([C:36]([O:38][CH2:39][CH3:40])=[O:37])[CH:32]=1)=[O:30], predict the reaction product. The product is: [Br-:27].[F:26][C:22]1[CH:21]=[C:20]([CH:12]([C:13]2[CH:18]=[CH:17][CH:16]=[C:15]([F:19])[CH:14]=2)[O:11][C:9]([CH:3]2[CH:4]3[CH2:5][CH2:6][N+:1]([CH2:28][C:29]([C:31]4[O:35][N:34]=[C:33]([C:36]([O:38][CH2:39][CH3:40])=[O:37])[CH:32]=4)=[O:30])([CH2:8][CH2:7]3)[CH2:2]2)=[O:10])[CH:25]=[CH:24][CH:23]=1.